Dataset: Full USPTO retrosynthesis dataset with 1.9M reactions from patents (1976-2016). Task: Predict the reactants needed to synthesize the given product. (1) Given the product [CH2:3]([C:5]1[S:6][CH:7]=[C:8]([C:10]([OH:12])=[O:11])[N:9]=1)[CH3:4], predict the reactants needed to synthesize it. The reactants are: [OH-].[Li+].[CH2:3]([C:5]1[S:6][CH:7]=[C:8]([C:10]([O:12]CC)=[O:11])[N:9]=1)[CH3:4]. (2) Given the product [CH3:4][CH:5]([O:12][CH2:13][CH:14]=[O:15])[CH2:6][CH2:7][CH2:8][CH:9]([CH3:10])[CH3:11], predict the reactants needed to synthesize it. The reactants are: ClCCl.[CH3:4][CH:5]([O:12][CH2:13][CH2:14][OH:15])[CH2:6][CH2:7][CH2:8][CH:9]([CH3:11])[CH3:10].[Br-].[K+].Cl[O-].[Na+]. (3) Given the product [F:24][CH:23]([F:25])[C:15]1[N:14]([C:4]2[N:3]=[C:2]([C:42]3[CH:41]=[CH:40][C:39]([N:36]4[CH2:35][CH2:34][NH:33][CH2:38][CH2:37]4)=[CH:44][CH:43]=3)[CH:7]=[C:6]([N:8]3[CH2:13][CH2:12][O:11][CH2:10][CH2:9]3)[N:5]=2)[C:18]2[CH:19]=[CH:20][CH:21]=[CH:22][C:17]=2[N:16]=1, predict the reactants needed to synthesize it. The reactants are: Cl[C:2]1[CH:7]=[C:6]([N:8]2[CH2:13][CH2:12][O:11][CH2:10][CH2:9]2)[N:5]=[C:4]([N:14]2[C:18]3[CH:19]=[CH:20][CH:21]=[CH:22][C:17]=3[N:16]=[C:15]2[CH:23]([F:25])[F:24])[N:3]=1.C(OC([N:33]1[CH2:38][CH2:37][N:36]([C:39]2[CH:44]=[CH:43][C:42](B3OC(C)(C)C(C)(C)O3)=[CH:41][CH:40]=2)[CH2:35][CH2:34]1)=O)(C)(C)C.C(=O)([O-])[O-].[Na+].[Na+].Cl. (4) Given the product [S:17]([N:20]1[CH2:3][CH:2]1[CH2:1][C:4]1([OH:10])[CH2:9][CH2:8][CH2:7][CH2:6][CH2:5]1)([C:14]1[CH:15]=[CH:16][C:11]([CH3:33])=[CH:12][CH:13]=1)(=[O:19])=[O:18], predict the reactants needed to synthesize it. The reactants are: [CH2:1]([C:4]1([OH:10])[CH2:9][CH2:8][CH2:7][CH2:6][CH2:5]1)[CH:2]=[CH2:3].[C:11]1([CH3:33])[CH:16]=[CH:15][C:14]([S:17]([N:20]=C2CCCCI2C2C=CC=CC=2)(=[O:19])=[O:18])=[CH:13][CH:12]=1. (5) Given the product [N:38]([CH2:22][CH2:21][C@H:20]([NH:19][C:17]([C:16]1[C:11]2[CH:10]=[N:9][N:8]([C:5]3[CH:6]=[CH:7][C:2]([F:1])=[CH:3][CH:4]=3)[C:12]=2[CH:13]=[N:14][CH:15]=1)=[O:18])[C:28]1[CH:33]=[CH:32][N:31]=[C:30]([S:34]([CH3:37])(=[O:36])=[O:35])[CH:29]=1)=[N+:39]=[N-:40], predict the reactants needed to synthesize it. The reactants are: [F:1][C:2]1[CH:7]=[CH:6][C:5]([N:8]2[C:12]3[CH:13]=[N:14][CH:15]=[C:16]([C:17]([NH:19][C@H:20]([C:28]4[CH:33]=[CH:32][N:31]=[C:30]([S:34]([CH3:37])(=[O:36])=[O:35])[CH:29]=4)[CH2:21][CH2:22]OS(C)(=O)=O)=[O:18])[C:11]=3[CH:10]=[N:9]2)=[CH:4][CH:3]=1.[N-:38]=[N+:39]=[N-:40].[Na+]. (6) Given the product [Br:1][C:2]1[CH:3]=[CH:4][C:5]2[S:9][C:8]([CH2:10][CH2:15][CH:14]=[CH2:13])=[N:7][C:6]=2[CH:11]=1, predict the reactants needed to synthesize it. The reactants are: [Br:1][C:2]1[CH:3]=[CH:4][C:5]2[S:9][C:8]([CH3:10])=[N:7][C:6]=2[CH:11]=1.[Li+].[CH3:13][CH:14]([N-]C(C)C)[CH3:15].C1CCCCC1.C(Br)C=C. (7) Given the product [Cl:27][C:13]1[CH:14]=[C:15]([NH:18][C:19]2[CH:24]=[CH:23][CH:22]=[C:21]([O:25][CH3:26])[CH:20]=2)[CH:16]=[CH:17][C:12]=1[C:10]([C:8]1[CH:9]=[C:4]([N:1]2[CH:32]=[C:31]([CH2:30][CH2:29][OH:33])[N:3]=[N:2]2)[CH:5]=[CH:6][C:7]=1[CH3:28])=[O:11], predict the reactants needed to synthesize it. The reactants are: [N:1]([C:4]1[CH:5]=[CH:6][C:7]([CH3:28])=[C:8]([C:10]([C:12]2[CH:17]=[CH:16][C:15]([NH:18][C:19]3[CH:24]=[CH:23][CH:22]=[C:21]([O:25][CH3:26])[CH:20]=3)=[CH:14][C:13]=2[Cl:27])=[O:11])[CH:9]=1)=[N+:2]=[N-:3].[CH2:29]([OH:33])[CH2:30][C:31]#[CH:32].